This data is from Reaction yield outcomes from USPTO patents with 853,638 reactions. The task is: Predict the reaction yield, written as a fraction of the theoretical maximum amount of product (1.0 means a 100% yield; for example, 0.34 means a 34% yield). (1) The reactants are Br[CH2:2][C:3]([C:5]1[CH:19]=[CH:18][C:8]([C:9]([NH:11][CH2:12][CH2:13][C:14]([F:17])([F:16])[F:15])=[O:10])=[CH:7][CH:6]=1)=O.[CH3:20][CH:21]([CH3:28])[CH2:22][CH2:23][CH2:24][C:25](=[S:27])[NH2:26]. The catalyst is C1COCC1. The product is [CH3:20][CH:21]([CH3:28])[CH2:22][CH2:23][CH2:24][C:25]1[S:27][CH:2]=[C:3]([C:5]2[CH:19]=[CH:18][C:8]([C:9]([NH:11][CH2:12][CH2:13][C:14]([F:17])([F:16])[F:15])=[O:10])=[CH:7][CH:6]=2)[N:26]=1. The yield is 0.220. (2) The reactants are C[N:2]([CH2:10][C:11]1[CH:15]=[C:14]([C:16]2[CH:21]=[CH:20][CH:19]=[CH:18][CH:17]=2)[NH:13][CH:12]=1)[C:3](=O)OC(C)(C)C.[H-].[Na+].[CH2:24]([S:28](Cl)(=[O:30])=[O:29])[CH2:25][CH2:26][CH3:27]. No catalyst specified. The product is [CH2:24]([S:28]([N:13]1[C:14]([C:16]2[CH:17]=[CH:18][CH:19]=[CH:20][CH:21]=2)=[CH:15][C:11]([CH2:10][NH:2][CH3:3])=[CH:12]1)(=[O:30])=[O:29])[CH2:25][CH2:26][CH3:27]. The yield is 0.210. (3) The reactants are O=[CH:2][CH2:3][C:4]([CH:6]1[CH2:10][CH2:9][CH2:8][N:7]1[C:11]([O:13]C(C)(C)C)=O)=O.[CH:18]([C:20]1[CH:28]=[CH:27][C:23]([C:24]([OH:26])=O)=[CH:22][CH:21]=1)=O.N1CCCCC1.C(OC)(OC)OC.[NH2:42]/[C:43](/[CH2:50][CH2:51][C:52]1[CH:57]=[CH:56][C:55]([O:58][CH3:59])=[CH:54][CH:53]=1)=[CH:44]\[C:45]([O:47][CH2:48][CH3:49])=[O:46].C(C1C(=O)C(Cl)=C(Cl)C(=O)C=1C#N)#N.FC(F)(F)C(OC1C(F)=C(F)C(F)=C(F)C=1F)=O.[NH2:92][CH2:93][C:94]1[CH:99]=[CH:98][CH:97]=[CH:96][N:95]=1. The catalyst is CN(C=O)C.CN(C1C=CN=CC=1)C. The product is [CH3:59][O:58][C:55]1[CH:54]=[CH:53][C:52]([CH2:51][CH2:50][C:43]2[C:44]([C:45]([O:47][CH2:48][CH3:49])=[O:46])=[C:18]([C:20]3[CH:21]=[CH:22][C:23]([C:24]([NH:92][CH2:93][C:94]4[CH:99]=[CH:98][CH:97]=[CH:96][N:95]=4)=[O:26])=[CH:27][CH:28]=3)[C:2]3[C:11](=[O:13])[N:7]4[CH2:8][CH2:9][CH2:10][C@H:6]4[CH2:4][C:3]=3[N:42]=2)=[CH:57][CH:56]=1. The yield is 0.740.